From a dataset of Forward reaction prediction with 1.9M reactions from USPTO patents (1976-2016). Predict the product of the given reaction. (1) Given the reactants [NH2:1][C:2]1[S:3][C:4]([C:10]2[C:15]([F:16])=[CH:14][C:13]([C:17]([OH:20])([CH3:19])[CH3:18])=[CH:12][C:11]=2[F:21])=[CH:5][C:6]=1[C:7]([NH2:9])=[O:8].Cl[C:23]1[N:28]=[C:27]([CH3:29])[C:26]([C:30]2[N:34]([CH2:35][C:36]([CH3:39])([OH:38])[CH3:37])[N:33]=[N:32][CH:31]=2)=[CH:25][CH:24]=1, predict the reaction product. The product is: [F:16][C:15]1[CH:14]=[C:13]([C:17]([OH:20])([CH3:18])[CH3:19])[CH:12]=[C:11]([F:21])[C:10]=1[C:4]1[S:3][C:2]([NH:1][C:23]2[CH:24]=[CH:25][C:26]([C:30]3[N:34]([CH2:35][C:36]([OH:38])([CH3:37])[CH3:39])[N:33]=[N:32][CH:31]=3)=[C:27]([CH3:29])[N:28]=2)=[C:6]([C:7]([NH2:9])=[O:8])[CH:5]=1. (2) Given the reactants [F:1][C:2]1[CH:3]=[C:4]([CH:7]=[CH:8][C:9]=1F)[C:5]#[N:6].[C:11]([O:15][C:16]([N:18]1[CH2:23][CH2:22][CH:21]([N:24]([CH:32]2[CH2:34][CH2:33]2)[C:25]([C:27]2[N:28]=[CH:29][NH:30][CH:31]=2)=[O:26])[CH2:20][CH2:19]1)=[O:17])([CH3:14])([CH3:13])[CH3:12].C(=O)([O-])[O-].[K+].[K+], predict the reaction product. The product is: [C:11]([O:15][C:16]([N:18]1[CH2:19][CH2:20][CH:21]([N:24]([C:25]([C:27]2[N:28]=[CH:29][N:30]([C:9]3[CH:8]=[CH:7][C:4]([C:5]#[N:6])=[CH:3][C:2]=3[F:1])[CH:31]=2)=[O:26])[CH:32]2[CH2:34][CH2:33]2)[CH2:22][CH2:23]1)=[O:17])([CH3:14])([CH3:12])[CH3:13]. (3) Given the reactants [N+:1]([C:4]1[CH:5]=[C:6]2[C:10](=[CH:11][CH:12]=1)[NH:9][N:8]=[CH:7]2)([O-:3])=[O:2].C(=O)([O-])[O-].[K+].[K+].Cl.[CH3:20][N:21]([CH3:25])[CH2:22][CH2:23]Cl, predict the reaction product. The product is: [CH3:20][N:21]([CH3:25])[CH2:22][CH2:23][N:9]1[C:10]2[C:6](=[CH:5][C:4]([N+:1]([O-:3])=[O:2])=[CH:12][CH:11]=2)[CH:7]=[N:8]1. (4) The product is: [Br:1][C:2]1[C:7]([C:15]#[N:16])=[N:6][C:5]([Cl:9])=[CH:4][C:3]=1[CH3:10]. Given the reactants [Br:1][C:2]1[C:3]([CH3:10])=[CH:4][C:5]([Cl:9])=[N+:6]([O-])[CH:7]=1.[Si]([C:15]#[N:16])(C)(C)C.C(N(CC)CC)C, predict the reaction product. (5) Given the reactants C(CC(O)=O)#N.C(Cl)(=O)C(Cl)=O.[C:13]([CH2:15][C:16](Cl)=[O:17])#[N:14].[NH2:19][C:20]([C:39]1([C:42]([C:44]2[CH:49]=[CH:48][C:47]([O:50][CH3:51])=[CH:46][CH:45]=2)=[O:43])[CH2:41][CH2:40]1)([C:25]1[CH:30]=[CH:29][C:28]([O:31][CH2:32][CH2:33][CH2:34][C:35]([F:38])([F:37])[F:36])=[CH:27][CH:26]=1)[C:21]([F:24])([F:23])[F:22].N1C=CC=CC=1, predict the reaction product. The product is: [C:13]([CH2:15][C:16]([NH:19][C:20]([C:39]1([C:42](=[O:43])[C:44]2[CH:45]=[CH:46][C:47]([O:50][CH3:51])=[CH:48][CH:49]=2)[CH2:41][CH2:40]1)([C:25]1[CH:26]=[CH:27][C:28]([O:31][CH2:32][CH2:33][CH2:34][C:35]([F:38])([F:37])[F:36])=[CH:29][CH:30]=1)[C:21]([F:24])([F:23])[F:22])=[O:17])#[N:14]. (6) The product is: [C:16]([C:19]1[O:1][N:2]=[C:3]([N:5]2[CH2:10][CH2:9][CH:8]([CH2:11][CH2:12][CH2:13][OH:14])[CH2:7][CH2:6]2)[N:4]=1)([CH3:18])([CH3:17])[CH3:15]. Given the reactants [OH:1][NH:2][C:3]([N:5]1[CH2:10][CH2:9][CH:8]([CH2:11][CH2:12][CH2:13][OH:14])[CH2:7][CH2:6]1)=[NH:4].[C:15](O)(=O)[C:16]([CH3:19])([CH3:18])[CH3:17], predict the reaction product. (7) Given the reactants [CH2:1]([S:3]([C:6]1[CH:11]=[CH:10][C:9]([C:12]2[C:17]([F:18])=[CH:16][CH:15]=[C:14](B(O)O)[CH:13]=2)=[CH:8][CH:7]=1)(=[O:5])=[O:4])[CH3:2].Cl[C:23]1[C:24]2[N:31]=[CH:30][N:29]([CH:32]([CH3:34])[CH3:33])[C:25]=2[N:26]=[N:27][CH:28]=1.P([O-])([O-])[O-].[K+].[K+].[K+].C1(P(C2CCCCC2)C2CCCCC2)CCCCC1, predict the reaction product. The product is: [CH2:1]([S:3]([C:6]1[CH:11]=[CH:10][C:9]([C:12]2[C:17]([F:18])=[CH:16][CH:15]=[C:14]([C:23]3[C:24]4[N:31]=[CH:30][N:29]([CH:32]([CH3:34])[CH3:33])[C:25]=4[N:26]=[N:27][CH:28]=3)[CH:13]=2)=[CH:8][CH:7]=1)(=[O:5])=[O:4])[CH3:2]. (8) The product is: [Br:19][C:12]1[C:11](=[O:14])[NH:10][C:9]2[N:5]([C:1]([CH3:4])([CH3:2])[CH3:3])[N:6]=[C:7]([CH:15]3[CH2:18][CH2:17][CH2:16]3)[C:8]=2[CH:13]=1. Given the reactants [C:1]([N:5]1[C:9]2[NH:10][C:11](=[O:14])[CH:12]=[CH:13][C:8]=2[C:7]([CH:15]2[CH2:18][CH2:17][CH2:16]2)=[N:6]1)([CH3:4])([CH3:3])[CH3:2].[Br:19]Br, predict the reaction product. (9) Given the reactants Cl[C:2]1[CH:3]=[C:4]([N+:14]([O-:16])=[O:15])[C:5]([N:8]2[CH2:13][CH2:12][O:11][CH2:10][CH2:9]2)=[N:6][CH:7]=1.[NH:17]1[CH2:22][CH2:21][S:20](=[O:24])(=[O:23])[CH2:19][CH2:18]1.CC(C1C=C(C(C)C)C(C2C=CC=CC=2P(C2CCCCC2)C2CCCCC2)=C(C(C)C)C=1)C.CC(C)([O-])C.[Na+].C1(C)C=CC=CC=1, predict the reaction product. The product is: [O:23]=[S:20]1(=[O:24])[CH2:21][CH2:22][N:17]([C:2]2[CH:3]=[C:4]([N+:14]([O-:16])=[O:15])[C:5]([N:8]3[CH2:13][CH2:12][O:11][CH2:10][CH2:9]3)=[N:6][CH:7]=2)[CH2:18][CH2:19]1.